This data is from Full USPTO retrosynthesis dataset with 1.9M reactions from patents (1976-2016). The task is: Predict the reactants needed to synthesize the given product. (1) Given the product [CH2:64]([C:61]1[CH:60]=[CH:59][C:58]([CH2:57][N:50]2[C:51]3[C:56](=[CH:55][CH:54]=[CH:53][CH:52]=3)[C:48]([C@@H:17]3[CH2:18][C@H:19]([CH2:38][O:39][CH2:40][C:41]4[CH:46]=[CH:45][CH:44]=[CH:43][CH:42]=4)[C@@H:20]([O:30][CH2:31][C:32]4[CH:33]=[CH:34][CH:35]=[CH:36][CH:37]=4)[C@H:21]([O:22][CH2:23][C:24]4[CH:25]=[CH:26][CH:27]=[CH:28][CH:29]=4)[C@H:16]3[O:15][CH2:8][C:9]3[CH:10]=[CH:11][CH:12]=[CH:13][CH:14]=3)=[CH:49]2)=[CH:63][CH:62]=1)[CH3:65], predict the reactants needed to synthesize it. The reactants are: C([SiH](CC)CC)C.[CH2:8]([O:15][C@@H:16]1[C@@H:21]([O:22][CH2:23][C:24]2[CH:29]=[CH:28][CH:27]=[CH:26][CH:25]=2)[C@H:20]([O:30][CH2:31][C:32]2[CH:37]=[CH:36][CH:35]=[CH:34][CH:33]=2)[C@@H:19]([CH2:38][O:39][CH2:40][C:41]2[CH:46]=[CH:45][CH:44]=[CH:43][CH:42]=2)[CH2:18][C:17]1([C:48]1[C:56]2[C:51](=[CH:52][CH:53]=[CH:54][CH:55]=2)[N:50]([CH2:57][C:58]2[CH:63]=[CH:62][C:61]([CH2:64][CH3:65])=[CH:60][CH:59]=2)[CH:49]=1)O)[C:9]1[CH:14]=[CH:13][CH:12]=[CH:11][CH:10]=1.C(=O)([O-])O.[Na+]. (2) Given the product [CH:41]([N:37]([CH:38]([CH3:40])[CH3:39])[CH2:36][CH2:35][C@@H:34]([C:22]1[CH:21]=[C:20]([CH2:19][CH2:18][CH2:17][O:16][C:13]2[CH:14]=[CH:15][C:10]([CH2:9][CH2:8][NH:7][C:6](=[O:50])[O:5][C:1]([CH3:4])([CH3:3])[CH3:2])=[CH:11][CH:12]=2)[CH:25]=[CH:24][C:23]=1[OH:26])[C:44]1[CH:45]=[CH:46][CH:47]=[CH:48][CH:49]=1)([CH3:43])[CH3:42], predict the reactants needed to synthesize it. The reactants are: [C:1]([O:5][C:6](=[O:50])[NH:7][CH2:8][CH2:9][C:10]1[CH:15]=[CH:14][C:13]([O:16][CH2:17]/[CH:18]=[CH:19]/[C:20]2[CH:25]=[CH:24][C:23]([O:26]CC3C=CC=CC=3)=[C:22]([C@@H:34]([C:44]3[CH:49]=[CH:48][CH:47]=[CH:46][CH:45]=3)[CH2:35][CH2:36][N:37]([CH:41]([CH3:43])[CH3:42])[CH:38]([CH3:40])[CH3:39])[CH:21]=2)=[CH:12][CH:11]=1)([CH3:4])([CH3:3])[CH3:2].[H][H]. (3) Given the product [N+:15]([C:5]1[CH:6]=[C:7]([CH:11]=[CH:12][C:4]=1[O:3][C:2]([F:13])([F:14])[F:1])[C:8]([OH:10])=[O:9])([O-:17])=[O:16], predict the reactants needed to synthesize it. The reactants are: [F:1][C:2]([F:14])([F:13])[O:3][C:4]1[CH:12]=[CH:11][C:7]([C:8]([OH:10])=[O:9])=[CH:6][CH:5]=1.[N+:15]([O-])([OH:17])=[O:16]. (4) Given the product [O:29]=[C:28]1[NH:30][CH:16]([C:18]2[CH:26]=[CH:25][C:21]([C:22]([OH:24])=[O:23])=[CH:20][CH:19]=2)[C:8]([C:9]2[CH:14]=[CH:13][CH:12]=[CH:11][CH:10]=2)=[C:7]([C:1]2[CH:6]=[CH:5][CH:4]=[CH:3][CH:2]=2)[NH:27]1, predict the reactants needed to synthesize it. The reactants are: [C:1]1([C:7](=O)[CH2:8][C:9]2[CH:14]=[CH:13][CH:12]=[CH:11][CH:10]=2)[CH:6]=[CH:5][CH:4]=[CH:3][CH:2]=1.[CH:16]([C:18]1[CH:26]=[CH:25][C:21]([C:22]([OH:24])=[O:23])=[CH:20][CH:19]=1)=O.[NH2:27][C:28]([NH2:30])=[O:29].Cl.